The task is: Regression. Given a peptide amino acid sequence and an MHC pseudo amino acid sequence, predict their binding affinity value. This is MHC class II binding data.. This data is from Peptide-MHC class II binding affinity with 134,281 pairs from IEDB. (1) The peptide sequence is LQNYGENAVIPKGIM. The MHC is DRB1_0101 with pseudo-sequence DRB1_0101. The binding affinity (normalized) is 0.332. (2) The MHC is DRB1_1302 with pseudo-sequence DRB1_1302. The binding affinity (normalized) is 0.390. The peptide sequence is FDISKISGEWYSIFL. (3) The peptide sequence is YDKFLANVSTVSTGK. The MHC is DRB1_1602 with pseudo-sequence DRB1_1602. The binding affinity (normalized) is 0.759.